Dataset: Reaction yield outcomes from USPTO patents with 853,638 reactions. Task: Predict the reaction yield, written as a fraction of the theoretical maximum amount of product (1.0 means a 100% yield; for example, 0.34 means a 34% yield). (1) The reactants are [CH2:1]([OH:8])[C:2]1[CH:7]=[CH:6][CH:5]=[CH:4][CH:3]=1.[H-].[Na+].[H][H].Cl[C:14]1[C:15]([C:21]#[N:22])=[N:16][CH:17]=[C:18](Cl)[CH:19]=1. The catalyst is C1COCC1. The product is [CH2:1]([O:8][C:14]1[C:15]([C:21]#[N:22])=[N:16][CH:17]=[C:18]([O:8][CH2:1][C:2]2[CH:7]=[CH:6][CH:5]=[CH:4][CH:3]=2)[CH:19]=1)[C:2]1[CH:7]=[CH:6][CH:5]=[CH:4][CH:3]=1. The yield is 0.940. (2) The reactants are C[O:2][C:3]([C:5]1[C:13]2[S:12][C:11]([NH:14][C:15]([NH:17][CH2:18][CH3:19])=[O:16])=[N:10][C:9]=2[CH:8]=[C:7]([C:20]2[CH:21]=[N:22][CH:23]=[CH:24][CH:25]=2)[CH:6]=1)=O.[CH2:26]([NH2:28])[CH3:27]. No catalyst specified. The yield is 0.0500. The product is [CH2:26]([NH:28][C:3]([C:5]1[C:13]2[S:12][C:11]([NH:14][C:15]([NH:17][CH2:18][CH3:19])=[O:16])=[N:10][C:9]=2[CH:8]=[C:7]([C:20]2[CH:21]=[N:22][CH:23]=[CH:24][CH:25]=2)[CH:6]=1)=[O:2])[CH3:27]. (3) The reactants are [C:1]([C:4]1[CH:8]=[C:7]([C:9]([NH:11][CH2:12][C@H:13]([N:15]2[CH:19]=[CH:18][C:17]([C:20]3[CH:25]=[CH:24][C:23]([C:26]#[N:27])=[C:22]([Cl:28])[CH:21]=3)=[N:16]2)[CH3:14])=[O:10])[NH:6][N:5]=1)(=[O:3])[CH3:2].[BH4-].[Na+]. No catalyst specified. The product is [Cl:28][C:22]1[CH:21]=[C:20]([C:17]2[CH:18]=[CH:19][N:15]([C@H:13]([CH3:14])[CH2:12][NH:11][C:9]([C:7]3[NH:6][N:5]=[C:4]([CH:1]([OH:3])[CH3:2])[CH:8]=3)=[O:10])[N:16]=2)[CH:25]=[CH:24][C:23]=1[C:26]#[N:27]. The yield is 0.870. (4) The reactants are F[C:2]1[C:7]([C:8]2[N:13]=[C:12]([CH3:14])[N:11]=[C:10]([NH2:15])[N:9]=2)=[CH:6][C:5]([CH2:16][N:17]2[CH2:22][CH2:21][O:20][CH2:19][CH2:18]2)=[CH:4][N:3]=1.[NH2:23][C:24]1[CH:25]=[C:26]([NH:31][S:32]([N:35]([CH3:37])[CH3:36])(=[O:34])=[O:33])[C:27]([Cl:30])=[N:28][CH:29]=1.C[Si]([N-][Si](C)(C)C)(C)C.[Na+]. The catalyst is CN(C=O)C. The product is [NH2:15][C:10]1[N:11]=[C:12]([CH3:14])[N:13]=[C:8]([C:7]2[C:2]([NH:23][C:24]3[CH:25]=[C:26]([NH:31][S:32]([N:35]([CH3:37])[CH3:36])(=[O:33])=[O:34])[C:27]([Cl:30])=[N:28][CH:29]=3)=[N:3][CH:4]=[C:5]([CH2:16][N:17]3[CH2:22][CH2:21][O:20][CH2:19][CH2:18]3)[CH:6]=2)[N:9]=1. The yield is 0.440. (5) The reactants are [CH2:1]([O:8][C:9]1[CH:14]=[CH:13][CH:12]=[C:11](Br)[CH:10]=1)[C:2]1[CH:7]=[CH:6][CH:5]=[CH:4][CH:3]=1.C([Li])CCC.[CH3:21][O:22][C:23]1[CH:24]=[C:25]([CH:28]=[C:29]([O:31][CH3:32])[CH:30]=1)[CH:26]=[O:27].C(O)(C)C. The catalyst is C1COCC1.O. The product is [CH2:1]([O:8][C:9]1[CH:10]=[C:11]([CH:26]([C:25]2[CH:28]=[C:29]([O:31][CH3:32])[CH:30]=[C:23]([O:22][CH3:21])[CH:24]=2)[OH:27])[CH:12]=[CH:13][CH:14]=1)[C:2]1[CH:7]=[CH:6][CH:5]=[CH:4][CH:3]=1. The yield is 0.820. (6) The reactants are [CH:1]1([C:4]2[C:5]([NH2:10])=[N:6][CH:7]=[CH:8][CH:9]=2)[CH2:3][CH2:2]1.[Br:11]N1C(=O)CCC1=O. The catalyst is C(#N)C. The product is [Br:11][C:8]1[CH:9]=[C:4]([CH:1]2[CH2:3][CH2:2]2)[C:5]([NH2:10])=[N:6][CH:7]=1. The yield is 0.860. (7) The reactants are C(O[C:6]([N:8]1[CH2:13][CH2:12][N:11](C2C(=O)N(CC(C)C)N=C(C3C=CC(C)=C(F)C=3)C=2C)[CH2:10][CH2:9]1)=O)(C)(C)C.[F:34][C:35]1[CH:63]=[CH:62][C:38]([CH2:39][N:40]2[C:45](=[O:46])[C:44]([CH2:47]OS(C)(=O)=O)=[CH:43][C:42]([C:53]3[CH:58]=[CH:57][C:56]([O:59][CH3:60])=[C:55]([F:61])[CH:54]=3)=[N:41]2)=[CH:37][CH:36]=1.CN1CCNCC1. No catalyst specified. The product is [F:34][C:35]1[CH:63]=[CH:62][C:38]([CH2:39][N:40]2[C:45](=[O:46])[C:44]([CH2:47][N:11]3[CH2:12][CH2:13][N:8]([CH3:6])[CH2:9][CH2:10]3)=[CH:43][C:42]([C:53]3[CH:58]=[CH:57][C:56]([O:59][CH3:60])=[C:55]([F:61])[CH:54]=3)=[N:41]2)=[CH:37][CH:36]=1. The yield is 0.458.